Dataset: Forward reaction prediction with 1.9M reactions from USPTO patents (1976-2016). Task: Predict the product of the given reaction. (1) Given the reactants [F:1][C:2]1[CH:40]=[C:39]([F:41])[CH:38]=[CH:37][C:3]=1[O:4][C:5]1[C:13]2[NH:12][C:11](=[O:14])[N:10]([CH3:15])[C:9]=2[CH:8]=[CH:7][C:6]=1[C:16]1[C:17]2[CH:26]=[CH:25][N:24](S(C3C=CC(C)=CC=3)(=O)=O)[C:18]=2[C:19](=[O:23])[N:20]([CH3:22])[CH:21]=1.[OH-].[Na+].O, predict the reaction product. The product is: [F:1][C:2]1[CH:40]=[C:39]([F:41])[CH:38]=[CH:37][C:3]=1[O:4][C:5]1[C:13]2[NH:12][C:11](=[O:14])[N:10]([CH3:15])[C:9]=2[CH:8]=[CH:7][C:6]=1[C:16]1[C:17]2[CH:26]=[CH:25][NH:24][C:18]=2[C:19](=[O:23])[N:20]([CH3:22])[CH:21]=1. (2) The product is: [N:17]([CH2:2][CH2:3][O:4][C:5]1[CH:10]=[CH:9][C:8]([CH2:11][CH2:12][C:13]([O:15][CH3:16])=[O:14])=[CH:7][CH:6]=1)=[N+:18]=[N-:19]. Given the reactants Cl[CH2:2][CH2:3][O:4][C:5]1[CH:10]=[CH:9][C:8]([CH2:11][CH2:12][C:13]([O:15][CH3:16])=[O:14])=[CH:7][CH:6]=1.[N-:17]=[N+:18]=[N-:19].[Na+], predict the reaction product. (3) Given the reactants [Cl-].O[NH3+:3].[C:4](=[O:7])([O-])[OH:5].[Na+].CS(C)=O.[CH2:13]([C:17]1[N:18]=[C:19]([CH3:48])[N:20]([C:39]2[CH:44]=[CH:43][C:42]([O:45][CH3:46])=[C:41]([F:47])[CH:40]=2)[C:21](=[O:38])[C:22]=1[CH2:23][C:24]1[CH:29]=[CH:28][C:27]([C:30]2[C:31]([C:36]#[N:37])=[CH:32][CH:33]=[CH:34][CH:35]=2)=[CH:26][CH:25]=1)[CH2:14][CH2:15][CH3:16], predict the reaction product. The product is: [CH2:13]([C:17]1[N:18]=[C:19]([CH3:48])[N:20]([C:39]2[CH:44]=[CH:43][C:42]([O:45][CH3:46])=[C:41]([F:47])[CH:40]=2)[C:21](=[O:38])[C:22]=1[CH2:23][C:24]1[CH:25]=[CH:26][C:27]([C:30]2[CH:35]=[CH:34][CH:33]=[CH:32][C:31]=2[C:36]2[NH:3][C:4](=[O:7])[O:5][N:37]=2)=[CH:28][CH:29]=1)[CH2:14][CH2:15][CH3:16]. (4) The product is: [F:50][C:11]([F:10])([F:49])[C:12]1[CH:13]=[C:14]([C@H:22]2[O:26][C:25](=[O:27])[N:24]([CH2:28][C:29]3[CH:34]=[C:33]([C:35]([F:36])([F:37])[F:38])[CH:32]=[CH:31][C:30]=3[C:2]3[N:3]=[C:4]([C:7]([CH3:9])=[CH2:8])[S:5][CH:6]=3)[C@H:23]2[CH3:48])[CH:15]=[C:16]([C:18]([F:19])([F:21])[F:20])[CH:17]=1. Given the reactants Br[C:2]1[N:3]=[C:4]([C:7]([CH3:9])=[CH2:8])[S:5][CH:6]=1.[F:10][C:11]([F:50])([F:49])[C:12]1[CH:13]=[C:14]([C@H:22]2[O:26][C:25](=[O:27])[N:24]([CH2:28][C:29]3[CH:34]=[C:33]([C:35]([F:38])([F:37])[F:36])[CH:32]=[CH:31][C:30]=3B3OC(C)(C)C(C)(C)O3)[C@H:23]2[CH3:48])[CH:15]=[C:16]([C:18]([F:21])([F:20])[F:19])[CH:17]=1.C([O-])([O-])=O.[K+].[K+], predict the reaction product.